From a dataset of Kir2.1 potassium channel HTS with 301,493 compounds. Binary Classification. Given a drug SMILES string, predict its activity (active/inactive) in a high-throughput screening assay against a specified biological target. The result is 0 (inactive). The compound is S(=O)(=O)(N1CCN(CC1)C)c1ccc(NC(=S)NC(=O)c2c(OC)cccc2)cc1.